From a dataset of Reaction yield outcomes from USPTO patents with 853,638 reactions. Predict the reaction yield, written as a fraction of the theoretical maximum amount of product (1.0 means a 100% yield; for example, 0.34 means a 34% yield). (1) The catalyst is ClCCl. The yield is 0.460. The reactants are [NH2:1][C:2]1[N:7]=[CH:6][N:5]=[C:4]2[N:8]([CH2:26][C@H:27]3[CH2:31][CH2:30][CH2:29][N:28]3C(OC(C)(C)C)=O)[N:9]=[C:10]([C:11]3[CH:16]=[CH:15][C:14]([O:17][C:18]4[CH:23]=[CH:22][CH:21]=[C:20]([F:24])[C:19]=4[F:25])=[CH:13][CH:12]=3)[C:3]=12.[F:39][C:40]([F:45])([F:44])[C:41]([OH:43])=[O:42]. The product is [F:39][C:40]([F:45])([F:44])[C:41]([OH:43])=[O:42].[F:39][C:40]([F:45])([F:44])[C:41]([OH:43])=[O:42].[F:25][C:19]1[C:20]([F:24])=[CH:21][CH:22]=[CH:23][C:18]=1[O:17][C:14]1[CH:13]=[CH:12][C:11]([C:10]2[C:3]3[C:4](=[N:5][CH:6]=[N:7][C:2]=3[NH2:1])[N:8]([CH2:26][C@H:27]3[CH2:31][CH2:30][CH2:29][NH:28]3)[N:9]=2)=[CH:16][CH:15]=1. (2) The reactants are Cl[C:2]1[N:13]=[C:12]([C:14]([F:17])([F:16])[F:15])[CH:11]=[CH:10][C:3]=1[C:4]([N:6]([O:8][CH3:9])[CH3:7])=[O:5].[CH3:18][O:19][CH2:20][C:21]#[CH:22]. No catalyst specified. The product is [CH3:9][O:8][N:6]([CH3:7])[C:4](=[O:5])[C:3]1[CH:10]=[CH:11][C:12]([C:14]([F:17])([F:16])[F:15])=[N:13][C:2]=1[C:22]#[C:21][CH2:20][O:19][CH3:18]. The yield is 0.220. (3) The reactants are [CH2:1]([O:3][C:4]1[C:13]([NH:14][C:15](=[O:23])OC2C=CC=CC=2)=[N:12][C:11]2[C:6](=[CH:7][CH:8]=[CH:9][CH:10]=2)[N:5]=1)[CH3:2].[CH3:24][S:25][C:26]1[CH:31]=[CH:30][CH:29]=[CH:28][C:27]=1[N:32]1[CH2:37][CH2:36][NH:35][CH2:34][CH2:33]1. No catalyst specified. The product is [CH2:1]([O:3][C:4]1[C:13]([NH:14][C:15]([N:35]2[CH2:34][CH2:33][N:32]([C:27]3[CH:28]=[CH:29][CH:30]=[CH:31][C:26]=3[S:25][CH3:24])[CH2:37][CH2:36]2)=[O:23])=[N:12][C:11]2[C:6](=[CH:7][CH:8]=[CH:9][CH:10]=2)[N:5]=1)[CH3:2]. The yield is 0.714. (4) The reactants are N1C=CC=CC=1.[CH3:7][O:8][C:9](=[O:28])[CH:10]([C:21]1[CH:26]=[CH:25][C:24]([F:27])=[CH:23][CH:22]=1)[CH:11]([C:13]1[CH:18]=[CH:17][N:16]=[C:15]([S:19][CH3:20])[N:14]=1)[OH:12]. The catalyst is C(Cl)Cl.CCOCC.[Cr]. The product is [CH3:7][O:8][C:9](=[O:28])[CH:10]([C:21]1[CH:22]=[CH:23][C:24]([F:27])=[CH:25][CH:26]=1)[C:11]([C:13]1[CH:18]=[CH:17][N:16]=[C:15]([S:19][CH3:20])[N:14]=1)=[O:12]. The yield is 0.430. (5) The reactants are [S:1]1[C:5]2[CH:6]=[CH:7][CH:8]=[CH:9][C:4]=2[N:3]=[C:2]1[NH2:10].[CH3:11][O:12][CH2:13][CH2:14][Br:15]. No catalyst specified. The product is [BrH:15].[CH3:11][O:12][CH2:13][CH2:14][N:3]1[C:4]2[CH:9]=[CH:8][CH:7]=[CH:6][C:5]=2[S:1][C:2]1=[NH:10]. The yield is 0.820. (6) The reactants are B(Br)(Br)Br.[CH2:5]([C:9]1[CH:14]=[C:13]([C:15]2[CH:20]=[CH:19][C:18]([CH2:21][CH2:22][C:23]#[N:24])=[CH:17][C:16]=2[CH2:25][CH:26]([CH3:28])[CH3:27])[CH:12]=[CH:11][C:10]=1[C:29]1[CH:34]=[CH:33][C:32]([O:35]C)=[C:31]([CH2:37][C:38]2[C:47]3[C:42](=[CH:43][CH:44]=[CH:45][CH:46]=3)[CH:41]=[CH:40][CH:39]=2)[CH:30]=1)[CH:6]([CH3:8])[CH3:7].O. The catalyst is C(Cl)Cl. The product is [OH:35][C:32]1[CH:33]=[CH:34][C:29]([C:10]2[CH:11]=[CH:12][C:13]([C:15]3[CH:20]=[CH:19][C:18]([CH2:21][CH2:22][C:23]#[N:24])=[CH:17][C:16]=3[CH2:25][CH:26]([CH3:27])[CH3:28])=[CH:14][C:9]=2[CH2:5][CH:6]([CH3:8])[CH3:7])=[CH:30][C:31]=1[CH2:37][C:38]1[C:47]2[C:42](=[CH:43][CH:44]=[CH:45][CH:46]=2)[CH:41]=[CH:40][CH:39]=1. The yield is 0.629. (7) The reactants are [CH2:1]([O:3][C:4](=[O:17])[CH:5]([C:11]([CH:14]1[CH2:16][CH2:15]1)([CH3:13])[CH3:12])C(OCC)=O)[CH3:2].[Li+].[Cl-].O. The catalyst is CS(C)=O. The product is [CH2:1]([O:3][C:4](=[O:17])[CH2:5][C:11]([CH:14]1[CH2:15][CH2:16]1)([CH3:12])[CH3:13])[CH3:2]. The yield is 0.660.